This data is from Reaction yield outcomes from USPTO patents with 853,638 reactions. The task is: Predict the reaction yield, written as a fraction of the theoretical maximum amount of product (1.0 means a 100% yield; for example, 0.34 means a 34% yield). The reactants are [CH2:1]([O:8][C:9]1[CH:10]=[CH:11][C:12]([C@@H:20]([O:54][Si:55]([C:58]([CH3:61])([CH3:60])[CH3:59])([CH3:57])[CH3:56])[CH2:21][N:22]([C:47]([O:49][C:50]([CH3:53])([CH3:52])[CH3:51])=[O:48])[CH2:23][CH2:24][CH2:25][CH2:26][NH:27][C:28]([C:30]2[CH:31]=[C:32]([C:36]([OH:46])([C:40]3[CH:45]=[CH:44][CH:43]=[CH:42][CH:41]=3)[C:37]([OH:39])=[O:38])[CH:33]=[CH:34][CH:35]=2)=[O:29])=[C:13]2[C:18]=1[NH:17][C:16](=[O:19])[CH:15]=[CH:14]2)[C:2]1[CH:7]=[CH:6][CH:5]=[CH:4][CH:3]=1.C1N=CN(C(N2C=NC=C2)=O)C=1.O[CH2:75][CH:76]1[CH2:81][CH2:80][N:79]([C:82]([O:84][CH2:85][C:86]2[CH:91]=[CH:90][CH:89]=[CH:88][CH:87]=2)=[O:83])[CH2:78][CH2:77]1. No catalyst specified. The product is [CH2:1]([O:8][C:9]1[CH:10]=[CH:11][C:12]([C@@H:20]([O:54][Si:55]([C:58]([CH3:61])([CH3:60])[CH3:59])([CH3:56])[CH3:57])[CH2:21][N:22]([C:47]([O:49][C:50]([CH3:51])([CH3:52])[CH3:53])=[O:48])[CH2:23][CH2:24][CH2:25][CH2:26][NH:27][C:28]([C:30]2[CH:31]=[C:32]([C:36]([OH:46])([C:40]3[CH:41]=[CH:42][CH:43]=[CH:44][CH:45]=3)[C:37]([O:39][CH2:75][CH:76]3[CH2:81][CH2:80][N:79]([C:82]([O:84][CH2:85][C:86]4[CH:87]=[CH:88][CH:89]=[CH:90][CH:91]=4)=[O:83])[CH2:78][CH2:77]3)=[O:38])[CH:33]=[CH:34][CH:35]=2)=[O:29])=[C:13]2[C:18]=1[NH:17][C:16](=[O:19])[CH:15]=[CH:14]2)[C:2]1[CH:7]=[CH:6][CH:5]=[CH:4][CH:3]=1. The yield is 0.216.